Dataset: Full USPTO retrosynthesis dataset with 1.9M reactions from patents (1976-2016). Task: Predict the reactants needed to synthesize the given product. (1) Given the product [Cl:29][C@@H:12]1[CH2:11][CH2:10][CH2:14][CH2:9][N:8]([CH2:7][CH2:6][C:5]2[CH:4]=[CH:3][C:2]([Cl:1])=[CH:17][CH:16]=2)[CH2:13]1, predict the reactants needed to synthesize it. The reactants are: [Cl:1][C:2]1[CH:17]=[CH:16][C:5]([CH2:6][CH2:7][N:8]2[CH2:13][CH2:12][CH2:11][CH2:10][C@@H:9]2[CH2:14]O)=[CH:4][CH:3]=1.C(N(CC)CC)C.CS([Cl:29])(=O)=O.C(=O)([O-])O.[Na+]. (2) Given the product [O:26]([C:23]1[CH:22]=[CH:21][C:20]([S:17]([N:8]([CH2:9][C:10]([OH:12])=[O:11])[CH2:7][C:6]([OH:33])=[O:5])(=[O:19])=[O:18])=[CH:25][CH:24]=1)[C:27]1[CH:32]=[CH:31][CH:30]=[CH:29][CH:28]=1, predict the reactants needed to synthesize it. The reactants are: C([O:5][C:6](=[O:33])[CH2:7][N:8]([S:17]([C:20]1[CH:25]=[CH:24][C:23]([O:26][C:27]2[CH:32]=[CH:31][CH:30]=[CH:29][CH:28]=2)=[CH:22][CH:21]=1)(=[O:19])=[O:18])[CH2:9][C:10]([O:12]C(C)(C)C)=[O:11])(C)(C)C. (3) Given the product [CH3:25][CH:21]([C:20]1[C:11]([C:6]2[CH:7]=[CH:8][CH:9]=[CH:10][C:5]=2[S:2]([CH3:1])(=[O:4])=[O:3])=[N:12][C:13]2[C:18]([CH:19]=1)=[N:17][CH:16]=[CH:15][CH:14]=2)[OH:23], predict the reactants needed to synthesize it. The reactants are: [CH3:1][S:2]([C:5]1[CH:10]=[CH:9][CH:8]=[CH:7][C:6]=1[C:11]1[C:20]([C:21]([O:23]C)=O)=[CH:19][C:18]2[C:13](=[CH:14][CH:15]=[CH:16][N:17]=2)[N:12]=1)(=[O:4])=[O:3].[CH3:25]C(C[AlH]CC(C)C)C. (4) Given the product [F:27][C:26]([F:29])([F:28])[C:24]([OH:30])=[O:25].[CH3:17][C:12]1[CH:13]=[C:14]2[C:9](=[CH:10][CH:11]=1)[N:8]=[C:7]([NH2:6])[CH:16]=[N:15]2, predict the reactants needed to synthesize it. The reactants are: COC1C=C(OC)C=CC=1C[NH:6][C:7]1[CH:16]=[N:15][C:14]2[C:9](=[CH:10][CH:11]=[C:12]([CH3:17])[CH:13]=2)[N:8]=1.[C:24]([OH:30])([C:26]([F:29])([F:28])[F:27])=[O:25]. (5) Given the product [ClH:1].[CH:27]1([CH2:30][NH:2][C@@H:3]2[CH2:5][C@H:4]2[C:6]2[CH:7]=[CH:8][C:9]([NH:12][C:13]([C:15]3[CH:20]=[CH:19][C:18]([C:21]4[CH:26]=[CH:25][CH:24]=[CH:23][CH:22]=4)=[CH:17][CH:16]=3)=[O:14])=[CH:10][CH:11]=2)[CH2:29][CH2:28]1, predict the reactants needed to synthesize it. The reactants are: [ClH:1].[NH2:2][C@@H:3]1[CH2:5][C@H:4]1[C:6]1[CH:11]=[CH:10][C:9]([NH:12][C:13]([C:15]2[CH:20]=[CH:19][C:18]([C:21]3[CH:26]=[CH:25][CH:24]=[CH:23][CH:22]=3)=[CH:17][CH:16]=2)=[O:14])=[CH:8][CH:7]=1.[CH:27]1([CH:30]=O)[CH2:29][CH2:28]1.C(=O)([O-])O.[Na+].[BH4-].[Na+].